Predict the product of the given reaction. From a dataset of Forward reaction prediction with 1.9M reactions from USPTO patents (1976-2016). (1) Given the reactants [CH2:1]([O:3][C:4]([C@H:6]1[CH2:11][CH2:10][C@H:9]([C:12]2[S:13][C:14](Br)=[C:15]([CH3:17])[N:16]=2)[CH2:8][CH2:7]1)=[O:5])[CH3:2].[Cl-].C[Zn+].[CH3:22]N1CCN(C)C1=O, predict the reaction product. The product is: [CH2:1]([O:3][C:4]([C@H:6]1[CH2:11][CH2:10][C@H:9]([C:12]2[S:13][C:14]([CH3:22])=[C:15]([CH3:17])[N:16]=2)[CH2:8][CH2:7]1)=[O:5])[CH3:2]. (2) Given the reactants [C:1]([C:5]1[CH:10]=[CH:9][C:8]([C:11]2[N:12]([C:30](Cl)=[O:31])[C@H:13]([C:23]3[CH:28]=[CH:27][C:26]([Cl:29])=[CH:25][CH:24]=3)[C@H:14]([C:16]3[CH:21]=[CH:20][C:19]([Cl:22])=[CH:18][CH:17]=3)[N:15]=2)=[C:7]([O:33][CH2:34][CH3:35])[CH:6]=1)([CH3:4])([CH3:3])[CH3:2].[CH3:36][N:37]([CH3:47])[C:38](=[O:46])[CH2:39][N:40]1[CH2:45][CH2:44][NH:43][CH2:42][CH2:41]1, predict the reaction product. The product is: [ClH:22].[C:1]([C:5]1[CH:10]=[CH:9][C:8]([C:11]2[N:12]([C:30]([N:43]3[CH2:42][CH2:41][N:40]([CH2:39][C:38]([N:37]([CH3:47])[CH3:36])=[O:46])[CH2:45][CH2:44]3)=[O:31])[C@H:13]([C:23]3[CH:28]=[CH:27][C:26]([Cl:29])=[CH:25][CH:24]=3)[C@H:14]([C:16]3[CH:17]=[CH:18][C:19]([Cl:22])=[CH:20][CH:21]=3)[N:15]=2)=[C:7]([O:33][CH2:34][CH3:35])[CH:6]=1)([CH3:3])([CH3:2])[CH3:4]. (3) Given the reactants [Br:1][C:2]1[CH:3]=[C:4]([N+:9]([O-])=O)[C:5]([CH3:8])=[N:6][CH:7]=1.O.O.[Sn](Cl)Cl, predict the reaction product. The product is: [Br:1][C:2]1[CH:3]=[C:4]([NH2:9])[C:5]([CH3:8])=[N:6][CH:7]=1. (4) Given the reactants C(OC(=O)[NH:7][C:8]1[CH:13]=[C:12]([O:14][CH3:15])[C:11]([C:16]([F:19])([F:18])[F:17])=[CH:10][C:9]=1[NH:20][C:21](=[O:37])[CH2:22][C:23](=O)[C:24]1[CH:29]=[CH:28][CH:27]=[C:26]([C:30]2[CH:31]=[N:32][CH:33]=[CH:34][CH:35]=2)[CH:25]=1)(C)(C)C.C(O)(C(F)(F)F)=O, predict the reaction product. The product is: [CH3:15][O:14][C:12]1[C:11]([C:16]([F:19])([F:18])[F:17])=[CH:10][C:9]2[NH:20][C:21](=[O:37])[CH2:22][C:23]([C:24]3[CH:29]=[CH:28][CH:27]=[C:26]([C:30]4[CH:31]=[N:32][CH:33]=[CH:34][CH:35]=4)[CH:25]=3)=[N:7][C:8]=2[CH:13]=1.